Dataset: Peptide-MHC class I binding affinity with 185,985 pairs from IEDB/IMGT. Task: Regression. Given a peptide amino acid sequence and an MHC pseudo amino acid sequence, predict their binding affinity value. This is MHC class I binding data. (1) The peptide sequence is SAQVMHDPF. The MHC is H-2-Kb with pseudo-sequence H-2-Kb. The binding affinity (normalized) is 0.156. (2) The peptide sequence is DLTALLSCI. The MHC is HLA-A02:06 with pseudo-sequence HLA-A02:06. The binding affinity (normalized) is 0.215. (3) The peptide sequence is DSSQGSEYDY. The MHC is HLA-A29:02 with pseudo-sequence HLA-A29:02. The binding affinity (normalized) is 0.334. (4) The peptide sequence is SLFSTVATL. The MHC is HLA-A68:02 with pseudo-sequence HLA-A68:02. The binding affinity (normalized) is 0.0206. (5) The peptide sequence is YMREVGAAL. The MHC is HLA-A11:01 with pseudo-sequence HLA-A11:01. The binding affinity (normalized) is 0.0847. (6) The peptide sequence is LTAAVLMLV. The MHC is HLA-A02:17 with pseudo-sequence HLA-A02:17. The binding affinity (normalized) is 0.415. (7) The peptide sequence is VFFKQWFEK. The MHC is HLA-A02:01 with pseudo-sequence HLA-A02:01. The binding affinity (normalized) is 0.0847. (8) The peptide sequence is DSWWTSLNFL. The MHC is Patr-A0401 with pseudo-sequence Patr-A0401. The binding affinity (normalized) is 0.124. (9) The MHC is HLA-A02:02 with pseudo-sequence HLA-A02:02. The binding affinity (normalized) is 0.522. The peptide sequence is QMWKCLIRL.